This data is from Catalyst prediction with 721,799 reactions and 888 catalyst types from USPTO. The task is: Predict which catalyst facilitates the given reaction. (1) Reactant: [CH2:1]([OH:23])[C@H:2]1[O:7][C@H:6]([O:8][C@H:9]2[O:14][C@H:13]([CH2:15][OH:16])[C@@H:12]([OH:17])[C@H:11]([OH:18])[C@H:10]2[OH:19])[C@H:5]([OH:20])[C@@H:4]([OH:21])[C@@H:3]1[OH:22].O.O.Cl. Product: [CH2:15]([OH:16])[C@H:13]1[O:14][C@H:9]([O:8][C@H:6]2[O:7][C@H:2]([CH2:1][OH:23])[C@@H:3]([OH:22])[C@H:4]([OH:21])[C@H:5]2[OH:20])[C@H:10]([OH:19])[C@@H:11]([OH:18])[C@@H:12]1[OH:17]. The catalyst class is: 6. (2) Product: [Cl:23][CH2:22][C:21]1[O:24][C:17]([C:16]2[CH:15]=[C:14]([Cl:13])[CH:27]=[C:26]([Cl:28])[CH:25]=2)=[N:19][N:20]=1. The catalyst class is: 2. Reactant: ClC1C=C(C=C(Cl)C=1)C(NN)=O.[Cl:13][C:14]1[CH:15]=[C:16]([CH:25]=[C:26]([Cl:28])[CH:27]=1)[C:17]([NH:19][NH:20][C:21](=[O:24])[CH2:22][Cl:23])=O.C(Cl)CCl.C1C=CC2N(O)N=NC=2C=1. (3) Reactant: [NH2:1][C:2]1[CH:6]=[CH:5][S:4][C:3]=1[C:7]([O:9][CH3:10])=[O:8].N1C=CC=CC=1.[CH:17]([C:21]1[CH:26]=[CH:25][C:24]([S:27](Cl)(=[O:29])=[O:28])=[CH:23][CH:22]=1)([CH2:19][CH3:20])[CH3:18].O. Product: [CH:17]([C:21]1[CH:26]=[CH:25][C:24]([S:27]([NH:1][C:2]2[CH:6]=[CH:5][S:4][C:3]=2[C:7]([O:9][CH3:10])=[O:8])(=[O:29])=[O:28])=[CH:23][CH:22]=1)([CH2:19][CH3:20])[CH3:18]. The catalyst class is: 4. (4) Reactant: [CH2:1]([O:3][C:4](=[O:14])[NH:5][C:6]1[CH:11]=[CH:10][C:9]([F:12])=[C:8]([F:13])[CH:7]=1)[CH3:2].[Li]C(CC)C.[I:20]I. Product: [CH2:1]([O:3][C:4](=[O:14])[NH:5][C:6]1[CH:11]=[CH:10][C:9]([F:12])=[C:8]([F:13])[C:7]=1[I:20])[CH3:2]. The catalyst class is: 1.